Dataset: Full USPTO retrosynthesis dataset with 1.9M reactions from patents (1976-2016). Task: Predict the reactants needed to synthesize the given product. (1) Given the product [CH2:13]([O:1][C:2]1[CH:11]=[C:10]([I:12])[CH:9]=[CH:8][C:3]=1[C:4]([O:6][CH3:7])=[O:5])[C:14]1[CH:19]=[CH:18][CH:17]=[CH:16][CH:15]=1, predict the reactants needed to synthesize it. The reactants are: [OH:1][C:2]1[CH:11]=[C:10]([I:12])[CH:9]=[CH:8][C:3]=1[C:4]([O:6][CH3:7])=[O:5].[CH2:13](Br)[C:14]1[CH:19]=[CH:18][CH:17]=[CH:16][CH:15]=1. (2) Given the product [N:27]1([S:31]([NH:34][C:13](=[O:14])[C:12]2[CH:16]=[C:17]([CH:18]3[CH2:19][CH2:20]3)[C:9]([O:8][CH2:7][CH:3]3[CH2:4][CH:5]4[CH:1]([CH2:6]4)[CH2:2]3)=[CH:10][C:11]=2[F:21])(=[O:33])=[O:32])[CH2:30][CH2:29][CH2:28]1, predict the reactants needed to synthesize it. The reactants are: [CH:1]12[CH2:6][CH:5]1[CH2:4][CH:3]([CH2:7][O:8][C:9]1[C:17]([CH:18]3[CH2:20][CH2:19]3)=[CH:16][C:12]([C:13](O)=[O:14])=[C:11]([F:21])[CH:10]=1)[CH2:2]2.CS(N)(=O)=O.[N:27]1([S:31]([NH2:34])(=[O:33])=[O:32])[CH2:30][CH2:29][CH2:28]1.